Regression. Given a target protein amino acid sequence and a drug SMILES string, predict the binding affinity score between them. We predict pIC50 (pIC50 = -log10(IC50 in M); higher means more potent). Dataset: bindingdb_ic50. From a dataset of Drug-target binding data from BindingDB using IC50 measurements. (1) The small molecule is c1cc(N2CCNCC2)nc(-n2ncc3cnc(-c4cncc(N5CCC5)n4)cc32)c1. The target protein sequence is MGPAAPLALPPPALPDPAGEPARGQPRQRPQSSSDSPSALRASRSQSRNATRSLSPGRRLSPSSLRRRCCSSRHRRRTDTLEVGMLLSKINSLAHLRARPCNDLHATKLAPGKEKEPLESQYQVGPLLGSGGFGSVYSGIRVADNLPVAIKHVEKDRISDWGELPNGTRVPMEVVLLKKVSSDFSGVIRLLDWFERPDSFVLILERPEPVQDLFDFITERGALQEDLARGFFWQVLEAVRHCHNCGVLHRDIKDENILIDLSRGEIKLIDFGSGALLKDTVYTDFDGTRVYSPPEWIRYHRYHGRSAAVWSLGILLYDMVCGDIPFEHDEEIIKGQVFFRQTVSSECQHLIKWCLSLRPSDRPSFEEIRNHPWMQGDLLPQAASEIHLHSLSPGSSK. The pIC50 is 6.4. (2) The compound is CNC(=NC#N)NCCSCc1[nH]cnc1C. The target protein (O70577) has sequence MPTVDDILEHIGEFHLFQKQTFFLLALLSGAFTPIYVGIVFLGFTPNHHCRSPGVAELSQRCGWSPAEELNYTVPGLGSAGEVSFLSQCMRYEVDWNQSTLDCVDPLSSLAANRSHLPLSPCEHGWVYDTPGSSIVTEFNLVCAHSWMLDLFQSLVNVGFFIGAVGIGYLADRFGRKFCLLVTILINAISGVLMAISPNYAWMLVFRFLQGLVSKAGWLIGYILITEFVGLGYRRTVGICYQIAFTVGLLILAGVAYALPNWRWLQFAVTLPNFCFLLYFWCIPESPRWLISQNKNAKAMKIIKHIAKKNGKSVPVSLQSLTADEDTGMKLNPSFLDLVRTPQIRKHTLILMYNWFTSSVLYQGLIMHMGLAGDNIYLDFFYSALVEFPAAFIIILTIDRIGRRYPWAVSNMVAGAACLASVFIPDDLQWLKITVACLGRMGITIAYEMVCLVNAELYPTYIRNLAVLVCSSMCDIGGIVTPFLVYRLTDIWLEFPLVVF.... The pIC50 is 5.1. (3) The compound is NCCCn1cc(C2=C(c3c[nH]c4ccccc34)C(=O)NC2=O)c2ccccc21. The target protein sequence is MDGTAAEPRPGAGSLQHAQPPPQPRKKRPEDFKFGKILGEGSFSTVVLARELATSREYAIKILEKRHIIKENKVPYVTRERDVMSRLDHPFFVKLYFTFQDDEKLYFGLSYVKNGELLKYIRKIGSFDETCTRFYTAEIVSALEYLHGKGIIHRDLKPENILLNEDMHIQITDFGTAKVLSPESKQARANSFVGTAQYVSPELLTEKSACKSSDLWALGCIIYQLVAGLPPFRAGNEYLIFQKIIKLEYDFPEKFFPKARDLVEKLLVLDATKRLGCEEMEGYGPLKAHPFFESVTWENLHQQTPPKLT. The pIC50 is 5.5.